This data is from Merck oncology drug combination screen with 23,052 pairs across 39 cell lines. The task is: Regression. Given two drug SMILES strings and cell line genomic features, predict the synergy score measuring deviation from expected non-interaction effect. (1) Drug 1: C#Cc1cccc(Nc2ncnc3cc(OCCOC)c(OCCOC)cc23)c1. Drug 2: O=C(NOCC(O)CO)c1ccc(F)c(F)c1Nc1ccc(I)cc1F. Cell line: ZR751. Synergy scores: synergy=32.2. (2) Drug 1: O=C(CCCCCCC(=O)Nc1ccccc1)NO. Drug 2: NC1CCCCC1N.O=C(O)C(=O)O.[Pt+2]. Cell line: SW620. Synergy scores: synergy=-17.4.